Task: Predict the product of the given reaction.. Dataset: Forward reaction prediction with 1.9M reactions from USPTO patents (1976-2016) Given the reactants [S:1]1[CH:5]=[CH:4][CH:3]=[C:2]1[CH2:6][C:7]([O:9][CH2:10][CH3:11])=[O:8].[C:12](Cl)(=[O:14])[CH3:13].[Al+3].[Cl-].[Cl-].[Cl-].Cl, predict the reaction product. The product is: [C:12]([C:5]1[S:1][C:2]([CH2:6][C:7]([O:9][CH2:10][CH3:11])=[O:8])=[CH:3][CH:4]=1)(=[O:14])[CH3:13].